Dataset: TCR-epitope binding with 47,182 pairs between 192 epitopes and 23,139 TCRs. Task: Binary Classification. Given a T-cell receptor sequence (or CDR3 region) and an epitope sequence, predict whether binding occurs between them. (1) The TCR CDR3 sequence is CASSLVGMPYDEQFF. Result: 0 (the TCR does not bind to the epitope). The epitope is RLDKVEAEV. (2) The epitope is YLNTLTLAV. The TCR CDR3 sequence is CASSSYTDTQYF. Result: 1 (the TCR binds to the epitope). (3) The epitope is QECVRGTTVL. The TCR CDR3 sequence is CASSPGTHNEQFF. Result: 1 (the TCR binds to the epitope). (4) The epitope is IPIQASLPF. The TCR CDR3 sequence is CASSHPGWDEQYF. Result: 1 (the TCR binds to the epitope). (5) The epitope is RQLLFVVEV. The TCR CDR3 sequence is CASSSAGTGGSPLHF. Result: 1 (the TCR binds to the epitope). (6) The TCR CDR3 sequence is CASGLGLSYEQYF. The epitope is TLIGDCATV. Result: 1 (the TCR binds to the epitope).